Dataset: Catalyst prediction with 721,799 reactions and 888 catalyst types from USPTO. Task: Predict which catalyst facilitates the given reaction. (1) Reactant: [CH3:1][N:2]([CH3:22])[CH2:3][CH2:4][CH2:5][C:6]1[CH:7]=[C:8]([CH:18]=[CH:19][C:20]=1[F:21])[CH2:9][NH:10]C(OC(C)(C)C)=O.C(O)(C(F)(F)F)=O. Product: [CH3:22][N:2]([CH3:1])[CH2:3][CH2:4][CH2:5][C:6]1[CH:7]=[C:8]([CH2:9][NH2:10])[CH:18]=[CH:19][C:20]=1[F:21]. The catalyst class is: 2. (2) Reactant: F[C:2]1[CH:7]=[CH:6][C:5]([N+:8]([O-:10])=[O:9])=[CH:4][CH:3]=1.[NH2:11][CH2:12][CH2:13][NH:14][CH2:15][CH2:16][OH:17].CN1CCCC1=O. Product: [N+:8]([C:5]1[CH:6]=[CH:7][C:2]([NH:11][CH2:12][CH2:13][NH:14][CH2:15][CH2:16][OH:17])=[CH:3][CH:4]=1)([O-:10])=[O:9]. The catalyst class is: 6. (3) Reactant: [CH3:1][C:2]1[C:6]2[CH:7]=[CH:8][CH:9]=[CH:10][C:5]=2[O:4][CH:3]=1.[CH3:11][N:12]([CH3:26])[C:13]1([C:20]2[CH:25]=[CH:24][CH:23]=[CH:22][CH:21]=2)[CH2:18][CH2:17][C:16](=O)[CH2:15][CH2:14]1.FC(F)(F)S(O)(=O)=O.[OH-:35].[Na+]. Product: [CH3:11][N:12]([CH3:26])[C:13]1([C:20]2[CH:25]=[CH:24][CH:23]=[CH:22][CH:21]=2)[CH2:18][CH2:17][C:16]([C:1]2[O:35][C:5]3[CH:10]=[CH:9][CH:8]=[CH:7][C:6]=3[C:2]=2[CH3:3])([C:3]2[O:4][C:5]3[CH:10]=[CH:9][CH:8]=[CH:7][C:6]=3[C:2]=2[CH3:1])[CH2:15][CH2:14]1. The catalyst class is: 4.